This data is from Full USPTO retrosynthesis dataset with 1.9M reactions from patents (1976-2016). The task is: Predict the reactants needed to synthesize the given product. (1) Given the product [C:19]([C:5]1[CH:4]=[CH:3][C:2]2[CH:1]3[CH2:18][CH:8]([CH2:9][N:10]([C:12](=[O:17])[C:13]([F:15])([F:16])[F:14])[CH2:11]3)[C:7]=2[CH:6]=1)(=[O:20])[CH3:21], predict the reactants needed to synthesize it. The reactants are: [CH:1]12[CH2:18][CH:8]([CH2:9][N:10]([C:12](=[O:17])[C:13]([F:16])([F:15])[F:14])[CH2:11]1)[C:7]1[CH:6]=[CH:5][CH:4]=[CH:3][C:2]2=1.[C:19](Cl)([CH3:21])=[O:20].[Cl-].[Al+3].[Cl-].[Cl-].C([O-])(O)=O.[Na+]. (2) Given the product [C:1]([C:5]1[CH:10]=[CH:9][C:8]([NH:11][C:46](=[O:47])[C:48]2[CH:53]=[CH:52][CH:51]=[N:50][C:49]=2[Cl:54])=[CH:7][C:6]=1[O:12][CH2:13][CH:14]1[CH2:19][CH2:18][N:17]([CH3:20])[CH2:16][CH2:15]1)([CH3:4])([CH3:2])[CH3:3], predict the reactants needed to synthesize it. The reactants are: [C:1]([C:5]1[CH:10]=[CH:9][C:8]([NH2:11])=[CH:7][C:6]=1[O:12][CH2:13][CH:14]1[CH2:19][CH2:18][N:17]([CH3:20])[CH2:16][CH2:15]1)([CH3:4])([CH3:3])[CH3:2].C(N1CCC(OC2C=C(C(F)(F)F)C=C(N[C:46]([C:48]3[C:49]([Cl:54])=[N:50][CH:51]=[CH:52][CH:53]=3)=[O:47])C=2)CC1)(OC(C)(C)C)=O. (3) Given the product [CH3:17][C@H:16]([CH2:15][CH2:14][CH:13]=[C:11]([CH3:12])[CH3:10])[CH2:18][CH:19]=[N:9][NH:8][C:6]([C:2]1[O:1][CH:5]=[CH:4][CH:3]=1)=[O:7], predict the reactants needed to synthesize it. The reactants are: [O:1]1[CH:5]=[CH:4][CH:3]=[C:2]1[C:6]([NH:8][NH2:9])=[O:7].[CH3:10][C:11](=[CH:13][CH2:14][CH2:15][C@H:16]([CH2:18][CH:19]=O)[CH3:17])[CH3:12]. (4) Given the product [NH:12]([C:2]1[N:9]=[CH:8][CH:7]=[C:6]([I:10])[C:3]=1[C:4]#[N:5])[NH2:13], predict the reactants needed to synthesize it. The reactants are: F[C:2]1[N:9]=[CH:8][CH:7]=[C:6]([I:10])[C:3]=1[C:4]#[N:5].O.[NH2:12][NH2:13]. (5) Given the product [Si:61]([O:68][C@H:69]1[CH2:73][N:72]([CH3:74])[C@H:71](/[CH:75]=[CH:29]/[C:28]([NH:27][C:24]2[CH:25]=[C:26]3[C:21](=[CH:22][C:23]=2[O:39][CH2:40][CH3:41])[N:20]=[CH:19][C:18]([C:42]#[N:43])=[C:17]3[NH:16][C:4]2[CH:5]=[CH:6][C:7]([O:8][CH2:9][C:10]3[CH:15]=[CH:14][CH:13]=[CH:12][N:11]=3)=[C:2]([Cl:1])[CH:3]=2)=[O:38])[CH2:70]1)([C:64]([CH3:67])([CH3:66])[CH3:65])([CH3:62])[CH3:63], predict the reactants needed to synthesize it. The reactants are: [Cl:1][C:2]1[CH:3]=[C:4]([NH:16][C:17]2[C:26]3[C:21](=[CH:22][C:23]([O:39][CH2:40][CH3:41])=[C:24]([NH:27][C:28](=[O:38])[CH2:29]P(OCC)(OCC)=O)[CH:25]=3)[N:20]=[CH:19][C:18]=2[C:42]#[N:43])[CH:5]=[CH:6][C:7]=1[O:8][CH2:9][C:10]1[CH:15]=[CH:14][CH:13]=[CH:12][N:11]=1.C[Si]([N-][Si](C)(C)C)(C)C.[Li+].C1(C)C=CC=CC=1.[Si:61]([O:68][C@H:69]1[CH2:73][N:72]([CH3:74])[C@H:71]([CH:75]=O)[CH2:70]1)([C:64]([CH3:67])([CH3:66])[CH3:65])([CH3:63])[CH3:62]. (6) Given the product [Cl:8][C:3]1[C:2]([NH:1][C:14](=[O:15])[C:13]2[CH:17]=[CH:18][CH:19]=[CH:20][C:12]=2[N+:9]([O-:11])=[O:10])=[CH:7][CH:6]=[CH:5][N:4]=1, predict the reactants needed to synthesize it. The reactants are: [NH2:1][C:2]1[C:3]([Cl:8])=[N:4][CH:5]=[CH:6][CH:7]=1.[N+:9]([C:12]1[CH:20]=[CH:19][CH:18]=[CH:17][C:13]=1[C:14](Cl)=[O:15])([O-:11])=[O:10].O.